Dataset: Reaction yield outcomes from USPTO patents with 853,638 reactions. Task: Predict the reaction yield, written as a fraction of the theoretical maximum amount of product (1.0 means a 100% yield; for example, 0.34 means a 34% yield). (1) The reactants are Cl[CH2:2][C:3](=O)[CH2:4][C:5]([O:7][CH2:8][CH3:9])=[O:6].[N:11]1[CH:16]=[CH:15][CH:14]=[CH:13][C:12]=1[NH2:17]. The catalyst is C1COCC1. The product is [N:17]1[C:3]([CH2:4][C:5]([O:7][CH2:8][CH3:9])=[O:6])=[CH:2][N:11]2[CH:16]=[CH:15][CH:14]=[CH:13][C:12]=12. The yield is 0.269. (2) The reactants are [CH2:1]([NH:3][CH2:4][CH2:5][N:6]([CH3:8])[CH3:7])[CH3:2].[Cl:9][C:10]1[N:15]=[CH:14][C:13]([S:16](Cl)(=[O:18])=[O:17])=[CH:12][CH:11]=1. The catalyst is C(Cl)Cl. The product is [Cl:9][C:10]1[N:15]=[CH:14][C:13]([S:16]([N:3]([CH2:4][CH2:5][N:6]([CH3:8])[CH3:7])[CH2:1][CH3:2])(=[O:18])=[O:17])=[CH:12][CH:11]=1. The yield is 0.600. (3) The reactants are [C:1]([C:3]1[N:8]=[C:7]([CH2:9][CH2:10][C:11]([O:13][C:14]([CH3:17])([CH3:16])[CH3:15])=[O:12])[CH:6]=[CH:5][CH:4]=1)#[N:2].[F:18][C:19]1[CH:20]=[C:21]([SH:28])[C:22](=[CH:26][CH:27]=1)[C:23](O)=[O:24]. The catalyst is N1C=CC=CC=1. The product is [F:18][C:19]1[CH:27]=[CH:26][C:22]2[C:23](=[O:24])[N:2]=[C:1]([C:3]3[N:8]=[C:7]([CH2:9][CH2:10][C:11]([O:13][C:14]([CH3:17])([CH3:16])[CH3:15])=[O:12])[CH:6]=[CH:5][CH:4]=3)[S:28][C:21]=2[CH:20]=1. The yield is 0.540. (4) The reactants are Cl[C:2]1[N:7]=[C:6]([N:8]2[CH2:13][CH2:12][O:11][CH2:10][C@@H:9]2[CH3:14])[CH:5]=[C:4]([CH2:15][S:16]([CH3:19])(=[O:18])=[O:17])[N:3]=1.O.[CH3:21][NH:22][C:23]1[CH:28]=[CH:27][C:26](B2OC(C)(C)C(C)(C)O2)=[CH:25][CH:24]=1.C(=O)([O-])[O-].[Na+].[Na+]. The catalyst is CN(C=O)C.C(COC)OC.C(O)C. The product is [CH3:21][NH:22][C:23]1[CH:28]=[CH:27][C:26]([C:2]2[N:7]=[C:6]([N:8]3[CH2:13][CH2:12][O:11][CH2:10][C@@H:9]3[CH3:14])[CH:5]=[C:4]([CH2:15][S:16]([CH3:19])(=[O:18])=[O:17])[N:3]=2)=[CH:25][CH:24]=1. The yield is 0.900. (5) The reactants are [NH2:1][C:2]([CH3:49])([CH3:48])[CH2:3][CH2:4][CH2:5][O:6][C:7]1[CH:8]=[C:9]2[C:13](=[CH:14][CH:15]=1)[N:12]([CH3:16])[N:11]=[C:10]2[C:17]1[N:22]=[C:21]2[C:23]([C:45](O)=[O:46])=[CH:24][N:25]([C:26]([C:39]3[CH:44]=[CH:43][CH:42]=[CH:41][CH:40]=3)([C:33]3[CH:38]=[CH:37][CH:36]=[CH:35][CH:34]=3)[C:27]3[CH:32]=[CH:31][CH:30]=[CH:29][CH:28]=3)[C:20]2=[N:19][CH:18]=1.[C:50]([NH2:54])([CH3:53])([CH3:52])[CH3:51].CN(C(ON1N=NC2C=CC=NC1=2)=[N+](C)C)C.F[P-](F)(F)(F)(F)F. The catalyst is C1COCC1. The product is [NH2:1][C:2]([CH3:49])([CH3:48])[CH2:3][CH2:4][CH2:5][O:6][C:7]1[CH:8]=[C:9]2[C:13](=[CH:14][CH:15]=1)[N:12]([CH3:16])[N:11]=[C:10]2[C:17]1[N:22]=[C:21]2[C:23]([C:45]([NH:54][C:50]([CH3:53])([CH3:52])[CH3:51])=[O:46])=[CH:24][N:25]([C:26]([C:39]3[CH:44]=[CH:43][CH:42]=[CH:41][CH:40]=3)([C:33]3[CH:38]=[CH:37][CH:36]=[CH:35][CH:34]=3)[C:27]3[CH:32]=[CH:31][CH:30]=[CH:29][CH:28]=3)[C:20]2=[N:19][CH:18]=1. The yield is 0.620.